From a dataset of Full USPTO retrosynthesis dataset with 1.9M reactions from patents (1976-2016). Predict the reactants needed to synthesize the given product. (1) Given the product [CH3:1][O:2][C:3](=[O:76])/[CH:4]=[CH:5]\[CH:6]=[CH:7]\[C@@H:8]([CH3:75])[C@@H:9]([O:67][Si:68]([C:71]([CH3:74])([CH3:73])[CH3:72])([CH3:69])[CH3:70])[CH2:10][C@H:11]([O:59][Si:60]([C:63]([CH3:66])([CH3:65])[CH3:64])([CH3:61])[CH3:62])/[CH:12]=[CH:13]\[C@H:14]([CH3:58])[C@H:15]([O:50][Si:51]([C:54]([CH3:55])([CH3:56])[CH3:57])([CH3:53])[CH3:52])[C@@H:16]([CH3:49])[CH2:17][CH2:18][CH2:19][CH2:20][C@@H:21]([O:41][Si:42]([C:45]([CH3:46])([CH3:47])[CH3:48])([CH3:43])[CH3:44])[C@H:22]([CH3:40])[C@@H:23]([OH:30])[C@@H:24]([CH3:29])/[CH:25]=[CH:26]\[CH:27]=[CH2:28], predict the reactants needed to synthesize it. The reactants are: [CH3:1][O:2][C:3](=[O:76])/[CH:4]=[CH:5]\[CH:6]=[CH:7]\[C@@H:8]([CH3:75])[C@@H:9]([O:67][Si:68]([C:71]([CH3:74])([CH3:73])[CH3:72])([CH3:70])[CH3:69])[CH2:10][C@H:11]([O:59][Si:60]([C:63]([CH3:66])([CH3:65])[CH3:64])([CH3:62])[CH3:61])/[CH:12]=[CH:13]\[C@H:14]([CH3:58])[C@H:15]([O:50][Si:51]([C:54]([CH3:57])([CH3:56])[CH3:55])([CH3:53])[CH3:52])[C@@H:16]([CH3:49])[CH2:17][CH2:18][CH2:19][CH2:20][C@@H:21]([O:41][Si:42]([C:45]([CH3:48])([CH3:47])[CH3:46])([CH3:44])[CH3:43])[C@H:22]([CH3:40])[C@@H:23]([O:30]CC1C=CC(OC)=CC=1)[C@@H:24]([CH3:29])/[CH:25]=[CH:26]\[CH:27]=[CH2:28].C(C1C(=O)C(Cl)=C(Cl)C(=O)C=1C#N)#N. (2) Given the product [Cl:1][C:2]1[CH:3]=[CH:4][C:5]([O:18][CH2:19][C:20]2[CH:25]=[CH:24][CH:23]=[CH:22][CH:21]=2)=[C:6]([O:8][C:9]2[O:13][C:12]([C:14]([O:16][CH3:17])=[O:15])=[CH:11][CH:10]=2)[CH:7]=1, predict the reactants needed to synthesize it. The reactants are: [Cl:1][C:2]1[CH:3]=[CH:4][C:5]([OH:18])=[C:6]([O:8][C:9]2[O:13][C:12]([C:14]([O:16][CH3:17])=[O:15])=[CH:11][CH:10]=2)[CH:7]=1.[CH2:19](Br)[C:20]1[CH:25]=[CH:24][CH:23]=[CH:22][CH:21]=1.C(=O)([O-])[O-].[K+].[K+]. (3) Given the product [CH3:8][N:9]1[CH2:14][CH2:13][N:12]([CH2:15][CH:16]2[CH2:21][CH2:20][NH:19][CH2:18][CH2:17]2)[C:11](=[O:29])[CH2:10]1, predict the reactants needed to synthesize it. The reactants are: C(O)(C(F)(F)F)=O.[CH3:8][N:9]1[CH2:14][CH2:13][N:12]([CH2:15][CH:16]2[CH2:21][CH2:20][N:19](C(OC(C)(C)C)=O)[CH2:18][CH2:17]2)[C:11](=[O:29])[CH2:10]1.